From a dataset of Catalyst prediction with 721,799 reactions and 888 catalyst types from USPTO. Predict which catalyst facilitates the given reaction. (1) Reactant: [Cl:1][C:2]1[N:7]=[C:6]2[N:8]([CH3:16])[N:9]=[C:10]([CH:11]([CH2:14][CH3:15])[CH2:12][CH3:13])[C:5]2=[CH:4][CH:3]=1.[Br:17]Br.C(=O)([O-])[O-].[Na+].[Na+].S([O-])([O-])=O.[Na+].[Na+]. Product: [Br:17][C:3]1[CH:4]=[C:5]2[C:10]([CH:11]([CH2:14][CH3:15])[CH2:12][CH3:13])=[N:9][N:8]([CH3:16])[C:6]2=[N:7][C:2]=1[Cl:1]. The catalyst class is: 15. (2) Reactant: Cl.[NH:2]1[CH2:5][CH:4]([C:6]#[N:7])[CH2:3]1.Br[CH2:9][CH2:10][CH2:11][Cl:12].C([O-])([O-])=O.[Cs+].[Cs+]. Product: [Cl:12][CH2:11][CH2:10][CH2:9][N:2]1[CH2:5][CH:4]([C:6]#[N:7])[CH2:3]1. The catalyst class is: 290. (3) Reactant: [N+:1]([C:4]1[CH:5]=[C:6]([CH:11]=[CH:12][CH:13]=1)[C:7]([NH:9][NH2:10])=[O:8])([O-:3])=[O:2].[C:14]1([CH3:23])[CH:19]=[CH:18][C:17]([C:20](Cl)=[O:21])=[CH:16][CH:15]=1. Product: [CH3:23][C:14]1[CH:19]=[CH:18][C:17]([C:20]([NH:10][NH:9][C:7](=[O:8])[C:6]2[CH:11]=[CH:12][CH:13]=[C:4]([N+:1]([O-:3])=[O:2])[CH:5]=2)=[O:21])=[CH:16][CH:15]=1. The catalyst class is: 17. (4) Reactant: [CH3:1][O:2][CH2:3][C@@H:4]1[CH2:8][NH:7][C@H:6]([C:9]2[NH:10][C:11]([C:14]3[CH:19]=[C:18]4[CH2:20][O:21][C:22]5[CH:53]=[C:52]6[C:25]([CH:26]=[CH:27][C:28]7[N:32]=[C:31]([C@@H:33]8[CH2:37][CH2:36][CH2:35][N:34]8[C:38](=[O:51])[C@H:39]([NH:46][C:47](=[O:50])[O:48][CH3:49])[C:40]8[CH:45]=[CH:44][CH:43]=[CH:42][CH:41]=8)[NH:30][C:29]=76)=[CH:24][C:23]=5[C:17]4=[CH:16][CH:15]=3)=[CH:12][N:13]=2)[CH2:5]1.[CH3:54][O:55][C@H:56]([CH3:66])[C@H:57]([NH:61][C:62]([O:64][CH3:65])=[O:63])[C:58](O)=[O:59].CN(C(ON1N=NC2C=CC=NC1=2)=[N+](C)C)C.F[P-](F)(F)(F)(F)F.CCN(C(C)C)C(C)C. Product: [CH3:49][O:48][C:47](=[O:50])[NH:46][C@H:39]([C:40]1[CH:41]=[CH:42][CH:43]=[CH:44][CH:45]=1)[C:38]([N:34]1[CH2:35][CH2:36][CH2:37][C@H:33]1[C:31]1[NH:30][C:29]2[C:52]3[C:25]([CH:26]=[CH:27][C:28]=2[N:32]=1)=[CH:24][C:23]1[C:17]2[C:18]([CH2:20][O:21][C:22]=1[CH:53]=3)=[CH:19][C:14]([C:11]1[NH:10][C:9]([C@@H:6]3[CH2:5][C@H:4]([CH2:3][O:2][CH3:1])[CH2:8][N:7]3[C:58](=[O:59])[C@H:57]([C@@H:56]([CH3:66])[O:55][CH3:54])[NH:61][C:62]([O:64][CH3:65])=[O:63])=[N:13][CH:12]=1)=[CH:15][CH:16]=2)=[O:51]. The catalyst class is: 3. (5) Reactant: [CH2:1]([O:3][C:4]([C:6]1[NH:7][CH:8]=[C:9]([F:11])[CH:10]=1)=[O:5])[CH3:2].[F:12][B-](F)(F)F.F[B-](F)(F)F.ClC[N+]12CC[N+](F)(CC1)CC2. Product: [CH2:1]([O:3][C:4]([C:6]1[NH:7][C:8]([F:12])=[C:9]([F:11])[CH:10]=1)=[O:5])[CH3:2]. The catalyst class is: 10. (6) Reactant: [CH2:1]([O:5][CH2:6][CH2:7][O:8][C:9]1[CH:14]=[CH:13][C:12]([C:15]2[CH:20]=[CH:19][C:18]([N:21]3[CH2:25][CH2:24][C:23](=[O:26])[CH2:22]3)=[C:17](/[CH:27]=[C:28](\[CH3:34])/[C:29]([O:31][CH2:32][CH3:33])=[O:30])[CH:16]=2)=[CH:11][CH:10]=1)[CH2:2][CH2:3][CH3:4].[CH2:35](O)[CH2:36][OH:37].O.C1(C)C=CC(S(O)(=O)=O)=CC=1.C(=O)([O-])O.[Na+]. Product: [CH2:1]([O:5][CH2:6][CH2:7][O:8][C:9]1[CH:10]=[CH:11][C:12]([C:15]2[CH:20]=[CH:19][C:18]([N:21]3[CH2:25][CH2:24][C:23]4([O:37][CH2:36][CH2:35][O:26]4)[CH2:22]3)=[C:17](/[CH:27]=[C:28](\[CH3:34])/[C:29]([O:31][CH2:32][CH3:33])=[O:30])[CH:16]=2)=[CH:13][CH:14]=1)[CH2:2][CH2:3][CH3:4]. The catalyst class is: 93. (7) Reactant: [C:1]1(=[O:11])[NH:5][C:4](=[O:6])[C:3]2=[CH:7][CH:8]=[CH:9][CH:10]=[C:2]12.C([O-])([O-])=O.[K+].[K+].[C@@H]1(N)CCCC[C@H]1N.CCCCCCCCCCCC.I[C:39]1[CH:40]=[C:41]([CH3:46])[CH:42]=[C:43]([CH3:45])[CH:44]=1. The catalyst class is: 321. Product: [CH3:46][C:41]1[CH:40]=[C:39]([N:5]2[C:1](=[O:11])[C:2]3=[CH:10][CH:9]=[CH:8][CH:7]=[C:3]3[C:4]2=[O:6])[CH:44]=[C:43]([CH3:45])[CH:42]=1.